Task: Predict the product of the given reaction.. Dataset: Forward reaction prediction with 1.9M reactions from USPTO patents (1976-2016) (1) Given the reactants [CH2:1]([O:3][C:4](=[O:20])[C:5]1[CH:10]=[C:9]([O:11][C:12]([F:15])([F:14])[F:13])[C:8](Br)=[CH:7][C:6]=1[N+:17]([O-:19])=[O:18])[CH3:2].[CH2:21](OC(=O)C1C=C(C(F)(F)F)C(C=C)=CC=1N)[CH3:22], predict the reaction product. The product is: [CH2:1]([O:3][C:4](=[O:20])[C:5]1[CH:10]=[C:9]([O:11][C:12]([F:15])([F:14])[F:13])[C:8]([CH:21]=[CH2:22])=[CH:7][C:6]=1[N+:17]([O-:19])=[O:18])[CH3:2]. (2) Given the reactants [CH2:1]([N:3]([CH2:41][CH3:42])[CH2:4][C:5]#[C:6][C:7]1[S:15][C:14]2[C:9](=[N:10][CH:11]=[CH:12][C:13]=2[O:16][C:17]2[CH:22]=[CH:21][C:20]([NH:23][C:24](=[O:39])[CH2:25][CH:26]3[CH2:31][CH2:30][N:29](C(OC(C)(C)C)=O)[CH2:28][CH2:27]3)=[CH:19][C:18]=2[F:40])[CH:8]=1)[CH3:2].[F:43][C:44]([F:49])([F:48])[C:45]([OH:47])=[O:46], predict the reaction product. The product is: [F:43][C:44]([F:49])([F:48])[C:45]([OH:47])=[O:46].[F:43][C:44]([F:49])([F:48])[C:45]([OH:47])=[O:46].[CH2:41]([N:3]([CH2:1][CH3:2])[CH2:4][C:5]#[C:6][C:7]1[S:15][C:14]2[C:9](=[N:10][CH:11]=[CH:12][C:13]=2[O:16][C:17]2[CH:22]=[CH:21][C:20]([NH:23][C:24](=[O:39])[CH2:25][CH:26]3[CH2:31][CH2:30][NH:29][CH2:28][CH2:27]3)=[CH:19][C:18]=2[F:40])[CH:8]=1)[CH3:42]. (3) Given the reactants [O:1]=[C:2]1[N:6]([C:7]2[CH:12]=[CH:11][CH:10]=[C:9]([NH:13][C:14]([NH:16][CH2:17][C:18]3[CH:23]=[CH:22][CH:21]=[CH:20][CH:19]=3)=[O:15])[CH:8]=2)[CH2:5][CH:4]([C:24]([NH:26][CH:27]([C:32]2[CH:33]=[N:34][CH:35]=[CH:36][CH:37]=2)[CH2:28][C:29]([OH:31])=O)=[O:25])[CH2:3]1.[C:38]1([S:44]([NH2:47])(=[O:46])=[O:45])[CH:43]=[CH:42][CH:41]=[CH:40][CH:39]=1.Cl.C(N=C=NCCCN(C)C)C, predict the reaction product. The product is: [O:1]=[C:2]1[N:6]([C:7]2[CH:12]=[CH:11][CH:10]=[C:9]([NH:13][C:14]([NH:16][CH2:17][C:18]3[CH:19]=[CH:20][CH:21]=[CH:22][CH:23]=3)=[O:15])[CH:8]=2)[CH2:5][CH:4]([C:24]([NH:26][CH:27]([C:32]2[CH:33]=[N:34][CH:35]=[CH:36][CH:37]=2)[CH2:28][C:29]([NH:47][S:44]([C:38]2[CH:43]=[CH:42][CH:41]=[CH:40][CH:39]=2)(=[O:46])=[O:45])=[O:31])=[O:25])[CH2:3]1. (4) The product is: [N+:17]([C:20]1[CH:25]=[CH:24][C:23]([O:14][C:13]([C:7]2[C:6]3[N:5]([N:4]=[C:3]([CH2:1][CH3:2])[CH:16]=3)[C:10]([O:11][CH3:12])=[CH:9][CH:8]=2)=[O:15])=[CH:22][CH:21]=1)([O-:19])=[O:18]. Given the reactants [CH2:1]([C:3]1[CH:16]=[C:6]2[C:7]([C:13]([OH:15])=[O:14])=[CH:8][CH:9]=[C:10]([O:11][CH3:12])[N:5]2[N:4]=1)[CH3:2].[N+:17]([C:20]1[CH:25]=[CH:24][C:23](O)=[CH:22][CH:21]=1)([O-:19])=[O:18].Cl.CN(C)CCCN=C=NCC.CN(C1C=CC=CN=1)C, predict the reaction product. (5) Given the reactants [CH3:1][O:2][CH2:3][C:4]1[CH:9]=[CH:8][C:7]([C:10]2[CH:15]=[CH:14][N:13]=[C:12](N3CCN(C(NC4(C)C5CCN(CC5)CC4)=O)CC3C(F)(F)F)[N:11]=2)=[CH:6][CH:5]=1.[OH:39][CH2:40][CH:41]1[NH:46][CH2:45][CH2:44][N:43]([C:47]([O:49][C:50]([CH3:53])([CH3:52])[CH3:51])=[O:48])[CH2:42]1, predict the reaction product. The product is: [OH:39][CH2:40][CH:41]1[N:46]([C:12]2[N:11]=[C:10]([C:7]3[CH:8]=[CH:9][C:4]([CH2:3][O:2][CH3:1])=[CH:5][CH:6]=3)[CH:15]=[CH:14][N:13]=2)[CH2:45][CH2:44][N:43]([C:47]([O:49][C:50]([CH3:53])([CH3:52])[CH3:51])=[O:48])[CH2:42]1. (6) Given the reactants S([O-])(=O)(=O)C.[CH2:6]([N:13]1[CH2:17][CH2:16][CH:15](O)[CH2:14]1)[C:7]1[CH:12]=[CH:11][CH:10]=[CH:9][CH:8]=1.[C-:19]#[N:20].[Na+], predict the reaction product. The product is: [CH2:6]([N:13]1[CH2:17][CH2:16][CH:15]([C:19]#[N:20])[CH2:14]1)[C:7]1[CH:12]=[CH:11][CH:10]=[CH:9][CH:8]=1. (7) Given the reactants [Cl:1][C:2]1[N:3]2[C:7]([N:8]=[C:9]3[CH2:15][CH2:14][CH2:13][CH2:12]C[C:10]=13)=[CH:6][CH:5]=[N:4]2.P(Cl)(Cl)(Cl)=O, predict the reaction product. The product is: [Cl:1][C:2]1[N:3]2[N:4]=[CH:5][CH:6]=[C:7]2[N:8]=[C:9]2[C:10]=1[CH2:12][CH2:13][CH2:14][CH2:15]2.